Dataset: Full USPTO retrosynthesis dataset with 1.9M reactions from patents (1976-2016). Task: Predict the reactants needed to synthesize the given product. (1) Given the product [CH2:48]([N:38]1[C:39](=[O:47])[C:40]([CH3:46])([CH3:45])[C:41](=[O:44])[N:42]([CH3:43])[C:36]2[CH:35]=[C:34]([O:33][CH2:32][CH2:31][N:9]3[C:13]4[CH:14]=[CH:15][CH:16]=[CH:17][C:12]=4[N:11]=[C:10]3[CH2:18][N:19]3[CH:24]=[CH:23][C:22]4[O:25][C:26]([CH3:28])=[CH:27][C:21]=4[C:20]3=[O:29])[CH:51]=[CH:50][C:37]1=2)[CH3:49], predict the reactants needed to synthesize it. The reactants are: C(=O)([O-])[O-].[K+].[K+].[I-].[Na+].[NH:9]1[C:13]2[CH:14]=[CH:15][CH:16]=[CH:17][C:12]=2[N:11]=[C:10]1[CH2:18][N:19]1[CH:24]=[CH:23][C:22]2[O:25][C:26]([CH3:28])=[CH:27][C:21]=2[C:20]1=[O:29].Cl[CH2:31][CH2:32][O:33][C:34]1[CH:51]=[CH:50][C:37]2[N:38]([CH2:48][CH3:49])[C:39](=[O:47])[C:40]([CH3:46])([CH3:45])[C:41](=[O:44])[N:42]([CH3:43])[C:36]=2[CH:35]=1. (2) Given the product [CH2:1]([NH:3][C:4]([C:6]1[C:10]([NH:11][C:12](=[O:14])[CH3:13])=[C:9]([C:15]2[CH:20]=[C:19]([Cl:21])[C:18]([OH:22])=[CH:17][C:16]=2[OH:30])[O:8][N:7]=1)=[O:5])[CH3:2], predict the reactants needed to synthesize it. The reactants are: [CH2:1]([NH:3][C:4]([C:6]1[C:10]([NH:11][C:12](=[O:14])[CH3:13])=[C:9]([C:15]2[CH:20]=[C:19]([Cl:21])[C:18]([O:22]CC3C=CC=CC=3)=[CH:17][C:16]=2[O:30]CC2C=CC=CC=2)[O:8][N:7]=1)=[O:5])[CH3:2].B(Cl)(Cl)Cl.